From a dataset of NCI-60 drug combinations with 297,098 pairs across 59 cell lines. Regression. Given two drug SMILES strings and cell line genomic features, predict the synergy score measuring deviation from expected non-interaction effect. (1) Drug 1: C1CN1P(=S)(N2CC2)N3CC3. Drug 2: C(CC(=O)O)C(=O)CN.Cl. Cell line: A549. Synergy scores: CSS=40.1, Synergy_ZIP=-6.30, Synergy_Bliss=0.509, Synergy_Loewe=-7.53, Synergy_HSA=1.68. (2) Drug 2: CS(=O)(=O)C1=CC(=C(C=C1)C(=O)NC2=CC(=C(C=C2)Cl)C3=CC=CC=N3)Cl. Drug 1: C1CCC(C1)C(CC#N)N2C=C(C=N2)C3=C4C=CNC4=NC=N3. Cell line: T-47D. Synergy scores: CSS=-0.0615, Synergy_ZIP=0.273, Synergy_Bliss=3.43, Synergy_Loewe=-7.38, Synergy_HSA=-1.64. (3) Drug 1: CC1=C(C=C(C=C1)NC(=O)C2=CC=C(C=C2)CN3CCN(CC3)C)NC4=NC=CC(=N4)C5=CN=CC=C5. Drug 2: COCCOC1=C(C=C2C(=C1)C(=NC=N2)NC3=CC=CC(=C3)C#C)OCCOC.Cl. Cell line: ACHN. Synergy scores: CSS=29.2, Synergy_ZIP=6.18, Synergy_Bliss=7.63, Synergy_Loewe=-8.85, Synergy_HSA=3.62. (4) Cell line: U251. Synergy scores: CSS=5.26, Synergy_ZIP=3.08, Synergy_Bliss=9.69, Synergy_Loewe=5.76, Synergy_HSA=5.61. Drug 1: COC1=NC(=NC2=C1N=CN2C3C(C(C(O3)CO)O)O)N. Drug 2: C1=CN(C=N1)CC(O)(P(=O)(O)O)P(=O)(O)O. (5) Synergy scores: CSS=45.0, Synergy_ZIP=-3.18, Synergy_Bliss=-3.51, Synergy_Loewe=-2.34, Synergy_HSA=-0.445. Drug 2: C1=CN(C=N1)CC(O)(P(=O)(O)O)P(=O)(O)O. Drug 1: C1=C(C(=O)NC(=O)N1)F. Cell line: NCIH23.